Dataset: Forward reaction prediction with 1.9M reactions from USPTO patents (1976-2016). Task: Predict the product of the given reaction. (1) Given the reactants [CH3:1][S:2]([C:5]1[CH:6]=[C:7]2[C:11](=[CH:12][CH:13]=1)[N:10]([CH3:14])[N:9]=[C:8]2[C:15]1[N:16]=[C:17]2[C:23]([C:24]([OH:26])=O)=[CH:22][NH:21][C:18]2=[N:19][CH:20]=1)(=[O:4])=[O:3].[CH3:27][C:28]([NH2:31])([CH3:30])[CH3:29].C1C=CC2N(O)N=NC=2C=1.CCN=C=NCCCN(C)C.CCN(C(C)C)C(C)C, predict the reaction product. The product is: [C:28]([NH:31][C:24]([C:23]1[C:17]2=[N:16][C:15]([C:8]3[C:7]4[C:11](=[CH:12][CH:13]=[C:5]([S:2]([CH3:1])(=[O:4])=[O:3])[CH:6]=4)[N:10]([CH3:14])[N:9]=3)=[CH:20][N:19]=[C:18]2[NH:21][CH:22]=1)=[O:26])([CH3:30])([CH3:29])[CH3:27]. (2) Given the reactants [C:1]1([C:7]2[S:11][C:10]([C:12]([C:14]3[CH:19]=[C:18]([Br:20])[CH:17]=[CH:16][C:15]=3[C:21]([F:24])([F:23])[F:22])=O)=[CH:9][CH:8]=2)[CH:6]=[CH:5][CH:4]=[CH:3][CH:2]=1.O1CCCC1.[BH4-].[Na+], predict the reaction product. The product is: [Br:20][C:18]1[CH:17]=[CH:16][C:15]([C:21]([F:24])([F:22])[F:23])=[C:14]([CH2:12][C:10]2[S:11][C:7]([C:1]3[CH:6]=[CH:5][CH:4]=[CH:3][CH:2]=3)=[CH:8][CH:9]=2)[CH:19]=1. (3) Given the reactants [NH2:1][C@H:2]([C:8]([OH:10])=[O:9])[CH2:3][CH2:4][C:5](=[O:7])[NH2:6].O.[O-2].[Ca+2:13], predict the reaction product. The product is: [O-2:7].[Ca+2:13].[NH2:1][C@H:2]([C:8]([OH:10])=[O:9])[CH2:3][CH2:4][C:5](=[O:7])[NH2:6]. (4) Given the reactants [Cl:1][C:2]1[CH:7]=[CH:6][C:5]([N:8]2[C:13](=[O:14])[C:12]3[CH:15]=[N:16][N:17]([C:18]4[CH:26]=[CH:25][C:21]([C:22](O)=[O:23])=[CH:20][CH:19]=4)[C:11]=3[N:10]=[C:9]2[C:27]2[CH:32]=[CH:31][C:30]([Cl:33])=[CH:29][C:28]=2[Cl:34])=[CH:4][CH:3]=1.C(OC(Cl)=O)C(C)C.[BH4-].[Na+], predict the reaction product. The product is: [Cl:1][C:2]1[CH:7]=[CH:6][C:5]([N:8]2[C:13](=[O:14])[C:12]3[CH:15]=[N:16][N:17]([C:18]4[CH:19]=[CH:20][C:21]([CH2:22][OH:23])=[CH:25][CH:26]=4)[C:11]=3[N:10]=[C:9]2[C:27]2[CH:32]=[CH:31][C:30]([Cl:33])=[CH:29][C:28]=2[Cl:34])=[CH:4][CH:3]=1. (5) Given the reactants [OH:1][NH:2][C:3]([C:5]1[CH:13]=[CH:12][C:11]2[NH:10][C:9]3[CH:14]([CH2:17][C:18]([O:20][CH2:21][CH3:22])=[O:19])[CH2:15][CH2:16][C:8]=3[C:7]=2[CH:6]=1)=[NH:4].[F:23][C:24]1[C:32]([CH3:33])=[CH:31][C:27]([C:28](Cl)=O)=[CH:26][N:25]=1, predict the reaction product. The product is: [F:23][C:24]1[N:25]=[CH:26][C:27]([C:28]2[O:1][N:2]=[C:3]([C:5]3[CH:13]=[CH:12][C:11]4[NH:10][C:9]5[CH:14]([CH2:17][C:18]([O:20][CH2:21][CH3:22])=[O:19])[CH2:15][CH2:16][C:8]=5[C:7]=4[CH:6]=3)[N:4]=2)=[CH:31][C:32]=1[CH3:33]. (6) Given the reactants [N+:1]([C:4]1[CH:5]=[C:6]([CH:30]=[C:31]([C:33]([F:36])([F:35])[F:34])[CH:32]=1)[C:7]([NH:9][C:10]1[CH:11]=[C:12]([C:16]2[N:21]3[N:22]=[CH:23][C:24]([C:25]([O:27][CH2:28][CH3:29])=[O:26])=[C:20]3[N:19]=[CH:18][CH:17]=2)[CH:13]=[CH:14][CH:15]=1)=[O:8])([O-])=O.[Cl-].[NH4+], predict the reaction product. The product is: [NH2:1][C:4]1[CH:5]=[C:6]([CH:30]=[C:31]([C:33]([F:36])([F:35])[F:34])[CH:32]=1)[C:7]([NH:9][C:10]1[CH:11]=[C:12]([C:16]2[N:21]3[N:22]=[CH:23][C:24]([C:25]([O:27][CH2:28][CH3:29])=[O:26])=[C:20]3[N:19]=[CH:18][CH:17]=2)[CH:13]=[CH:14][CH:15]=1)=[O:8]. (7) Given the reactants [NH:1]1[C:9]2[C:4](=[CH:5][CH:6]=[CH:7][CH:8]=2)[CH:3]=[CH:2]1.[OH-].[Na+].[Cl:12][CH2:13][CH2:14][CH2:15][CH2:16]Br, predict the reaction product. The product is: [Cl:12][CH2:13][CH2:14][CH2:15][CH2:16][N:1]1[C:9]2[C:4](=[CH:5][CH:6]=[CH:7][CH:8]=2)[CH:3]=[CH:2]1. (8) Given the reactants [F:1][C:2]1[C:7]([O:8][CH3:9])=[CH:6][C:5]([O:10][CH3:11])=[C:4]([F:12])[C:3]=1[C:13]1[N:18]=[CH:17][C:16]2[C:19](I)=[N:20][N:21](C3CCCCO3)[C:15]=2[CH:14]=1.[O:29]1[CH2:34][CH2:33][CH:32]([N:35]2[CH2:43][C:42]3[C:37](=[CH:38][CH:39]=[C:40](B4OC(C)(C)C(C)(C)O4)[CH:41]=3)[C:36]2=[O:53])[CH2:31][CH2:30]1, predict the reaction product. The product is: [F:12][C:4]1[C:5]([O:10][CH3:11])=[CH:6][C:7]([O:8][CH3:9])=[C:2]([F:1])[C:3]=1[C:13]1[N:18]=[CH:17][C:16]2[C:19]([C:40]3[CH:41]=[C:42]4[C:37](=[CH:38][CH:39]=3)[C:36](=[O:53])[N:35]([CH:32]3[CH2:33][CH2:34][O:29][CH2:30][CH2:31]3)[CH2:43]4)=[N:20][NH:21][C:15]=2[CH:14]=1.